The task is: Predict the product of the given reaction.. This data is from Forward reaction prediction with 1.9M reactions from USPTO patents (1976-2016). (1) Given the reactants [OH:1][CH2:2][C@@H:3]([C@H:5]([C@@H:7]([C@@H:9]([CH2:11][OH:12])[OH:10])[OH:8])[OH:6])[OH:4].[OH:13][CH2:14][C:15]([C@H:17]([C@@H:19]([C@H:21]([CH2:23][OH:24])[OH:22])[OH:20])[OH:18])=[O:16].[CH2:25]([OH:36])[C@H:26]([OH:35])[C@@H:27]([OH:34])[C@H:28]([OH:33])[C:29]([CH:31]=[O:32])=[O:30], predict the reaction product. The product is: [OH:8][C:7]1[C@@H:5]([C@@H:3]([OH:4])[CH2:2][OH:1])[O:6][C:11](=[O:12])[C:9]=1[OH:10].[OH:24][CH2:23][C@@H:21]([C@H:19]([C@@H:17]([C@@H:15]([CH2:14][OH:13])[OH:16])[OH:18])[OH:20])[OH:22].[OH:32][CH2:31][C:29]([C@H:28]([C@@H:27]([C@H:26]([CH2:25][OH:36])[OH:35])[OH:34])[OH:33])=[O:30].[CH2:11]([OH:12])[C@H:9]([OH:10])[C@@H:7]([OH:8])[C@H:5]([OH:6])[C:3]([CH:2]=[O:1])=[O:4]. (2) Given the reactants [OH:1][CH2:2][CH2:3][CH2:4][C:5]#[C:6][C:7]1[CH:12]=[CH:11][C:10]([NH:13][C:14]([C:16]2[CH:17]=[C:18]([S:22]([C:25]3[CH:26]=[C:27]4[C:32](=[C:33]([CH3:35])[CH:34]=3)[N:31]=[CH:30][C:29]([C:36]([NH2:38])=[O:37])=[C:28]4[NH:39][C:40]3[CH:45]=[CH:44][CH:43]=[C:42]([O:46][CH3:47])[CH:41]=3)(=[O:24])=[O:23])[CH:19]=[CH:20][CH:21]=2)=[O:15])=[CH:9][CH:8]=1, predict the reaction product. The product is: [OH:1][CH2:2][CH2:3][CH2:4][CH2:5][CH2:6][C:7]1[CH:8]=[CH:9][C:10]([NH:13][C:14]([C:16]2[CH:17]=[C:18]([S:22]([C:25]3[CH:26]=[C:27]4[C:32](=[C:33]([CH3:35])[CH:34]=3)[N:31]=[CH:30][C:29]([C:36]([NH2:38])=[O:37])=[C:28]4[NH:39][C:40]3[CH:45]=[CH:44][CH:43]=[C:42]([O:46][CH3:47])[CH:41]=3)(=[O:23])=[O:24])[CH:19]=[CH:20][CH:21]=2)=[O:15])=[CH:11][CH:12]=1. (3) Given the reactants [CH3:1][C:2]([O:5][C:6]([N:8]1[CH2:14][CH2:13][C:12]2=[CH:15][N:16]([C:18]3[CH:26]=[CH:25][C:21]([C:22](O)=[O:23])=[CH:20][CH:19]=3)[N:17]=[C:11]2[CH2:10][CH2:9]1)=[O:7])([CH3:4])[CH3:3].O=C(N1C=CN=C1)[N:29]1C=CN=C1.N, predict the reaction product. The product is: [NH2:29][C:22]([C:21]1[CH:20]=[CH:19][C:18]([N:16]2[CH:15]=[C:12]3[C:11]([CH2:10][CH2:9][N:8]([C:6]([O:5][C:2]([CH3:3])([CH3:1])[CH3:4])=[O:7])[CH2:14][CH2:13]3)=[N:17]2)=[CH:26][CH:25]=1)=[O:23].